From a dataset of Full USPTO retrosynthesis dataset with 1.9M reactions from patents (1976-2016). Predict the reactants needed to synthesize the given product. (1) Given the product [C:17]([O:16][C:15]([NH:14][CH:10]1[CH2:11][CH2:12][CH2:13][N:7]([C:6]2[N:5]([CH3:22])[N:4]=[CH:3][C:2]=2[NH:1][C:46]([C:32]2[C:33]3=[N:34][C:35]([C:40]4[CH:45]=[CH:44][CH:43]=[CH:42][CH:41]=4)=[CH:36][CH:37]=[C:38]3[S:39][C:31]=2[NH:30][C:28](=[O:29])[O:27][C:23]([CH3:25])([CH3:24])[CH3:26])=[O:47])[CH2:8][CH2:9]1)=[O:21])([CH3:18])([CH3:19])[CH3:20], predict the reactants needed to synthesize it. The reactants are: [NH2:1][C:2]1[CH:3]=[N:4][N:5]([CH3:22])[C:6]=1[N:7]1[CH2:13][CH2:12][CH2:11][CH:10]([NH:14][C:15](=[O:21])[O:16][C:17]([CH3:20])([CH3:19])[CH3:18])[CH2:9][CH2:8]1.[C:23]([O:27][C:28]([NH:30][C:31]1[S:39][C:38]2[C:33](=[N:34][C:35]([C:40]3[CH:45]=[CH:44][CH:43]=[CH:42][CH:41]=3)=[CH:36][CH:37]=2)[C:32]=1[C:46](O)=[O:47])=[O:29])([CH3:26])([CH3:25])[CH3:24].CN(C(ON1N=NC2C=CC=NC1=2)=[N+](C)C)C.F[P-](F)(F)(F)(F)F.CCN(C(C)C)C(C)C. (2) Given the product [Cl:1][C:2]1[CH:10]=[C:9]2[C:5]([C:6]([C:11]([N:13]3[CH2:18][CH2:17][C:16]4([C:22]5[CH:23]=[CH:24][CH:25]=[CH:26][C:21]=5[C:20](=[O:27])[O:19]4)[CH2:15][CH2:14]3)=[O:12])=[CH:7][N:8]2[CH2:32][C:31]2[CH:30]=[C:29]([F:28])[CH:36]=[C:35]([F:37])[CH:34]=2)=[CH:4][CH:3]=1, predict the reactants needed to synthesize it. The reactants are: [Cl:1][C:2]1[CH:10]=[C:9]2[C:5]([C:6]([C:11]([N:13]3[CH2:18][CH2:17][C:16]4([C:22]5[CH:23]=[CH:24][CH:25]=[CH:26][C:21]=5[C:20](=[O:27])[O:19]4)[CH2:15][CH2:14]3)=[O:12])=[CH:7][NH:8]2)=[CH:4][CH:3]=1.[F:28][C:29]1[CH:30]=[C:31]([CH:34]=[C:35]([F:37])[CH:36]=1)[CH2:32]Cl.